From a dataset of Aqueous solubility values for 9,982 compounds from the AqSolDB database. Regression/Classification. Given a drug SMILES string, predict its absorption, distribution, metabolism, or excretion properties. Task type varies by dataset: regression for continuous measurements (e.g., permeability, clearance, half-life) or binary classification for categorical outcomes (e.g., BBB penetration, CYP inhibition). For this dataset (solubility_aqsoldb), we predict Y. (1) The molecule is C=C(C)C(=O)OCCOC(=O)C(=C)C. The Y is -2.26 log mol/L. (2) The Y is -0.304 log mol/L. The molecule is [Au+].[C-]#N.[C-]#N.[K+]. (3) The drug is C=COCC(F)(F)F. The Y is -1.48 log mol/L. (4) The drug is CCCCCCCCCC=O. The Y is -3.73 log mol/L. (5) The compound is CCC(=O)CC(C)CC. The Y is -1.63 log mol/L.